From a dataset of Full USPTO retrosynthesis dataset with 1.9M reactions from patents (1976-2016). Predict the reactants needed to synthesize the given product. (1) Given the product [Cl:1][C:2]1[N:7]=[C:6]([NH:17][C@H:15]([C:9]2[CH:14]=[CH:13][CH:12]=[CH:11][CH:10]=2)[CH3:16])[CH:5]=[CH:4][N:3]=1, predict the reactants needed to synthesize it. The reactants are: [Cl:1][C:2]1[N:7]=[C:6](Cl)[CH:5]=[CH:4][N:3]=1.[C:9]1([C@@H:15]([NH2:17])[CH3:16])[CH:14]=[CH:13][CH:12]=[CH:11][CH:10]=1.C(N(C(C)C)CC)(C)C. (2) Given the product [O:1]=[C:2]1[CH:7]=[CH:6][N:5]([C:8]2[CH:13]=[CH:12][CH:11]=[C:10]([C:14]([F:17])([F:16])[F:15])[CH:9]=2)[N:4]=[C:3]1[C:18]([NH2:22])=[O:20], predict the reactants needed to synthesize it. The reactants are: [O:1]=[C:2]1[CH:7]=[CH:6][N:5]([C:8]2[CH:13]=[CH:12][CH:11]=[C:10]([C:14]([F:17])([F:16])[F:15])[CH:9]=2)[N:4]=[C:3]1[C:18]([O:20]C)=O.[NH3:22]. (3) Given the product [C:1]([C:5]1[CH:22]=[CH:21][CH:20]=[CH:19][C:6]=1[O:7][CH2:8][CH2:9][N:10]([CH3:18])[C:11](=[O:17])[C:12]([OH:14])=[O:13])([CH3:4])([CH3:2])[CH3:3], predict the reactants needed to synthesize it. The reactants are: [C:1]([C:5]1[CH:22]=[CH:21][CH:20]=[CH:19][C:6]=1[O:7][CH2:8][CH2:9][N:10]([CH3:18])[C:11](=[O:17])[C:12]([O:14]CC)=[O:13])([CH3:4])([CH3:3])[CH3:2].O[Li].O.Cl. (4) Given the product [F:16][C:12]1[CH:13]=[CH:14][CH:15]=[C:10]([O:9][C:8]2[CH:17]=[CH:18][C:5]([CH2:4][CH2:3][CH2:2][N:32]3[CH:36]=[N:35][CH:34]=[N:33]3)=[CH:6][C:7]=2[O:19][CH3:20])[N:11]=1, predict the reactants needed to synthesize it. The reactants are: Cl[CH2:2][CH2:3][CH2:4][C:5]1[CH:18]=[CH:17][C:8]([O:9][C:10]2[CH:15]=[CH:14][CH:13]=[C:12]([F:16])[N:11]=2)=[C:7]([O:19][CH3:20])[CH:6]=1.[Na+].[I-].C(N(C(C)C)CC)(C)C.[NH:32]1[CH:36]=[N:35][CH:34]=[N:33]1.